Dataset: Peptide-MHC class II binding affinity with 134,281 pairs from IEDB. Task: Regression. Given a peptide amino acid sequence and an MHC pseudo amino acid sequence, predict their binding affinity value. This is MHC class II binding data. (1) The MHC is DRB4_0101 with pseudo-sequence DRB4_0103. The peptide sequence is MSQIMYNYPAMRAHA. The binding affinity (normalized) is 0.630. (2) The binding affinity (normalized) is 0.505. The peptide sequence is ATTANVPPADKYKTF. The MHC is HLA-DQA10501-DQB10301 with pseudo-sequence HLA-DQA10501-DQB10301. (3) The peptide sequence is LFDRRLSDLVVSDPE. The MHC is DRB1_0101 with pseudo-sequence DRB1_0101. The binding affinity (normalized) is 0.234. (4) The MHC is HLA-DQA10501-DQB10301 with pseudo-sequence HLA-DQA10501-DQB10301. The peptide sequence is AKSSPAYPSVLGQTI. The binding affinity (normalized) is 0.554.